Dataset: Full USPTO retrosynthesis dataset with 1.9M reactions from patents (1976-2016). Task: Predict the reactants needed to synthesize the given product. (1) The reactants are: [Br:1][C:2]1[N:7]=[CH:6][C:5]([NH2:8])=[C:4](I)[CH:3]=1.[F:10][C:11]1[C:16](B(O)O)=[CH:15][CH:14]=[CH:13][N:12]=1. Given the product [Br:1][C:2]1[N:7]=[CH:6][C:5]([NH2:8])=[C:4]([C:16]2[C:11]([F:10])=[N:12][CH:13]=[CH:14][CH:15]=2)[CH:3]=1, predict the reactants needed to synthesize it. (2) Given the product [Cl:14][Si:11]([Cl:13])([CH2:1][CH2:2][CH2:3][CH2:4][CH2:5][CH2:6][CH2:7][CH2:8][CH2:9][CH3:10])[CH2:15][CH2:16][CH2:17][CH2:18][CH2:19][CH2:20][CH2:21][CH2:22][CH2:23][CH3:24], predict the reactants needed to synthesize it. The reactants are: [CH2:1]([Si:11]([Cl:14])([Cl:13])Cl)[CH2:2][CH2:3][CH2:4][CH2:5][CH2:6][CH2:7][CH2:8][CH2:9][CH3:10].[CH2:15]([Mg]Br)[CH2:16][CH2:17][CH2:18][CH2:19][CH2:20][CH2:21][CH2:22][CH2:23][CH3:24]. (3) Given the product [Cl:35][C:4]1[CH:3]=[C:2]([C:37]2[S:36][CH:40]=[CH:39][CH:38]=2)[CH:7]=[CH:6][C:5]=1[C:8]1[C:31](=[O:32])[N:30]([CH2:33][CH3:34])[C:11]2[N:12]=[C:13]([NH:16][C:17]3[CH:22]=[CH:21][C:20]([N:23]4[CH2:28][CH2:27][N:26]([CH3:29])[CH2:25][CH2:24]4)=[CH:19][CH:18]=3)[N:14]=[CH:15][C:10]=2[CH:9]=1, predict the reactants needed to synthesize it. The reactants are: Br[C:2]1[CH:7]=[CH:6][C:5]([C:8]2[C:31](=[O:32])[N:30]([CH2:33][CH3:34])[C:11]3[N:12]=[C:13]([NH:16][C:17]4[CH:22]=[CH:21][C:20]([N:23]5[CH2:28][CH2:27][N:26]([CH3:29])[CH2:25][CH2:24]5)=[CH:19][CH:18]=4)[N:14]=[CH:15][C:10]=3[CH:9]=2)=[C:4]([Cl:35])[CH:3]=1.[S:36]1[CH:40]=[CH:39][CH:38]=[C:37]1B(O)O.[O-]P([O-])([O-])=O.[K+].[K+].[K+]. (4) Given the product [N:12]1([C:7]2[CH2:8][C@H:9]3[N:4]([CH2:3][CH2:2][CH2:1]3)[C:5](=[O:11])[CH:6]=2)[CH2:16][CH2:15][CH2:14][CH2:13]1, predict the reactants needed to synthesize it. The reactants are: [CH2:1]1[C@@H:9]2[N:4]([C:5](=[O:11])[CH2:6][C:7](=O)[CH2:8]2)[CH2:3][CH2:2]1.[NH:12]1[CH2:16][CH2:15][CH2:14][CH2:13]1. (5) Given the product [Br:12][CH2:11][CH2:10][CH2:9][CH2:8][CH2:7][CH2:6][CH2:5][CH2:4][CH2:3][CH2:2][C:13]1[CH:18]=[CH:17][CH:16]=[CH:15][CH:14]=1, predict the reactants needed to synthesize it. The reactants are: Br[CH2:2][CH2:3][CH2:4][CH2:5][CH2:6][CH2:7][CH2:8][CH2:9][CH2:10][CH2:11][Br:12].[C:13]1([Li])[CH:18]=[CH:17][CH:16]=[CH:15][CH:14]=1. (6) The reactants are: [CH3:1][C:2]1[N:7]=[CH:6][N:5]=[C:4]([C:8]([OH:10])=[O:9])[C:3]=1[C:11]([O:13][C:14]([CH3:17])([CH3:16])[CH3:15])=[O:12].IC.[C:20](=O)([O-])[O-].[Li+].[Li+]. Given the product [CH3:1][C:2]1[N:7]=[CH:6][N:5]=[C:4]([C:8]([O:10][CH3:20])=[O:9])[C:3]=1[C:11]([O:13][C:14]([CH3:17])([CH3:16])[CH3:15])=[O:12], predict the reactants needed to synthesize it. (7) Given the product [F:1][C:2]1[CH:19]=[CH:18][CH:17]=[C:4]2[C:3]=1[CH:42]([OH:43])[N:7]([C:8]([CH3:16])([C:10]1[CH:11]=[CH:12][CH:13]=[CH:14][CH:15]=1)[CH3:9])[C:5]2=[O:6], predict the reactants needed to synthesize it. The reactants are: [F:1][C:2]1[CH:3]=[C:4]([CH:17]=[CH:18][CH:19]=1)[C:5]([NH:7][C:8]([CH3:16])([C:10]1[CH:15]=[CH:14][CH:13]=[CH:12][CH:11]=1)[CH3:9])=[O:6].CN(CCN(C)C)C.C([Li])(CC)C.CCCCCC.CN([CH:42]=[O:43])C. (8) Given the product [N:10]1[CH:11]=[CH:12][CH:13]=[CH:14][C:9]=1[S:8][S:7][CH:2]([CH3:3])[CH2:17][OH:18], predict the reactants needed to synthesize it. The reactants are: N1C=CC=[CH:3][C:2]=1[S:7][S:8][C:9]1[CH:14]=[CH:13][CH:12]=[CH:11][N:10]=1.SC(C)[CH2:17][OH:18]. (9) Given the product [Br:1][C:2]1[N:3]=[CH:4][C:5]([NH:14][C:15]([CH:17]2[CH2:18][CH2:19]2)=[O:16])=[N:6][C:7]=1[C:8]1[CH:9]=[N+:10]([O-:28])[CH:11]=[CH:12][CH:13]=1, predict the reactants needed to synthesize it. The reactants are: [Br:1][C:2]1[N:3]=[CH:4][C:5]([NH:14][C:15]([CH:17]2[CH2:19][CH2:18]2)=[O:16])=[N:6][C:7]=1[C:8]1[CH:9]=[N:10][CH:11]=[CH:12][CH:13]=1.C1C=C(Cl)C=C(C(OO)=[O:28])C=1.